From a dataset of Catalyst prediction with 721,799 reactions and 888 catalyst types from USPTO. Predict which catalyst facilitates the given reaction. (1) Reactant: [NH2:1][C:2]1[CH:7]=[CH:6][C:5]([CH2:8][C:9]([O:11][CH3:12])=[O:10])=[CH:4][C:3]=1[Cl:13].[CH3:14][C:15]1[CH:20]=[CH:19][CH:18]=[CH:17][C:16]=1[N:21]=[C:22]=[O:23].CCN(CC)CC. Product: [Cl:13][C:3]1[CH:4]=[C:5]([CH2:8][C:9]([O:11][CH3:12])=[O:10])[CH:6]=[CH:7][C:2]=1[NH:1][C:22]([NH:21][C:16]1[CH:17]=[CH:18][CH:19]=[CH:20][C:15]=1[CH3:14])=[O:23]. The catalyst class is: 1. (2) Reactant: C(=O)([O-])[O-].[Cs+].[Cs+].FC(F)(F)S([O:12][CH2:13][C:14]([F:17])([F:16])[F:15])(=O)=O.[CH3:20][C:21]1[N:22]=[CH:23][N:24]([C:26]2[C:27](O)=[N:28][C:29](/[CH:32]=[CH:33]/[C:34]3[N:52]=[C:37]4[C@H:38]([C:42]5[CH:47]=[CH:46][CH:45]=[CH:44][C:43]=5[C:48]([F:51])([F:50])[F:49])[CH2:39][CH2:40][CH2:41][N:36]4[N:35]=3)=[CH:30][CH:31]=2)[CH:25]=1.CN(C=O)C. Product: [CH3:20][C:21]1[N:22]=[CH:23][N:24]([C:26]2[CH:31]=[CH:30][C:29](/[CH:32]=[CH:33]/[C:34]3[N:52]=[C:37]4[CH:38]([C:42]5[CH:47]=[CH:46][CH:45]=[CH:44][C:43]=5[C:48]([F:50])([F:51])[F:49])[CH2:39][CH2:40][CH2:41][N:36]4[N:35]=3)=[N:28][C:27]=2[O:12][CH2:13][C:14]([F:15])([F:16])[F:17])[CH:25]=1. The catalyst class is: 84. (3) Reactant: [C:1]([C:5]1[CH:9]=[C:8]([NH:10][C:11](OC2C=CC=CC=2)=[O:12])[N:7]([C:20]2[CH:21]=[C:22]([CH:28]=[CH:29][CH:30]=2)[C:23]([O:25][CH2:26][CH3:27])=[O:24])[N:6]=1)([CH3:4])([CH3:3])[CH3:2].[NH2:31][C:32]1[CH:48]=[CH:47][C:35]([O:36][C:37]2[CH:42]=[CH:41][N:40]=[C:39]([C:43]([NH:45][CH3:46])=[O:44])[CH:38]=2)=[CH:34][C:33]=1[F:49].C(N(CC)CC)C. Product: [C:1]([C:5]1[CH:9]=[C:8]([NH:10][C:11](=[O:12])[NH:31][C:32]2[CH:48]=[CH:47][C:35]([O:36][C:37]3[CH:42]=[CH:41][N:40]=[C:39]([C:43](=[O:44])[NH:45][CH3:46])[CH:38]=3)=[CH:34][C:33]=2[F:49])[N:7]([C:20]2[CH:21]=[C:22]([CH:28]=[CH:29][CH:30]=2)[C:23]([O:25][CH2:26][CH3:27])=[O:24])[N:6]=1)([CH3:3])([CH3:2])[CH3:4]. The catalyst class is: 1.